From a dataset of Forward reaction prediction with 1.9M reactions from USPTO patents (1976-2016). Predict the product of the given reaction. (1) The product is: [F:11][C:12]1[CH:17]=[CH:16][C:15]([CH2:18][C:19]2[NH:26][N:25]=[C:1]([C:2]3[CH:7]=[CH:6][N:5]=[CH:4][CH:3]=3)[CH:20]=2)=[CH:14][CH:13]=1. Given the reactants [C:1](OC)(=O)[C:2]1[CH:7]=[CH:6][N:5]=[CH:4][CH:3]=1.[F:11][C:12]1[CH:17]=[CH:16][C:15]([CH2:18][C:19](=O)[CH3:20])=[CH:14][CH:13]=1.C[O-].[Na+].[NH2:25][NH2:26], predict the reaction product. (2) Given the reactants [Cl:1][C:2]1[CH:3]=[C:4]([N:10]2[C:14]([CH3:15])=[C:13]([O:16][C:17]3[CH:25]=[CH:24][C:20]([C:21]([OH:23])=O)=[CH:19][CH:18]=3)[C:12]([CH3:26])=[N:11]2)[CH:5]=[CH:6][C:7]=1[C:8]#[N:9].[CH3:27][NH:28][CH3:29], predict the reaction product. The product is: [Cl:1][C:2]1[CH:3]=[C:4]([N:10]2[C:14]([CH3:15])=[C:13]([O:16][C:17]3[CH:25]=[CH:24][C:20]([C:21]([N:28]([CH3:29])[CH3:27])=[O:23])=[CH:19][CH:18]=3)[C:12]([CH3:26])=[N:11]2)[CH:5]=[CH:6][C:7]=1[C:8]#[N:9]. (3) Given the reactants Cl.[I:2][C:3]1[CH:4]=[C:5]2[C:10](=[CH:11][CH:12]=1)[N:9]([CH2:13][CH:14]1[CH2:18][CH2:17][NH:16][CH2:15]1)[CH:8]=[C:7]([C:19]([O:21][CH2:22][CH3:23])=[O:20])[C:6]2=[O:24].Cl.O.[N:27]1([CH2:33][CH:34]=O)[CH2:32][CH2:31][O:30][CH2:29][CH2:28]1.C([BH3-])#N.[Na+].O, predict the reaction product. The product is: [I:2][C:3]1[CH:4]=[C:5]2[C:10](=[CH:11][CH:12]=1)[N:9]([CH2:13][CH:14]1[CH2:18][CH2:17][N:16]([CH2:34][CH2:33][N:27]3[CH2:32][CH2:31][O:30][CH2:29][CH2:28]3)[CH2:15]1)[CH:8]=[C:7]([C:19]([O:21][CH2:22][CH3:23])=[O:20])[C:6]2=[O:24]. (4) The product is: [CH3:1][C:2]1[N:7]=[C:6]2[S:8][C:9]3[CH2:14][CH2:13][CH2:12][CH2:11][C:10]=3[C:5]2=[C:4]([C:15]2[O:16][C:17]3[CH:23]=[CH:22][CH:21]=[CH:20][C:18]=3[CH:19]=2)[C:3]=1[CH:24]([CH2:40][CH2:39][CH3:43])[C:25]([O:27][CH3:28])=[O:26]. Given the reactants [CH3:1][C:2]1[N:7]=[C:6]2[S:8][C:9]3[CH2:14][CH2:13][CH2:12][CH2:11][C:10]=3[C:5]2=[C:4]([C:15]2[O:16][C:17]3[CH:23]=[CH:22][CH:21]=[CH:20][C:18]=3[CH:19]=2)[C:3]=1[CH2:24][C:25]([O:27][CH3:28])=[O:26].[Li+].C[Si]([N-][Si](C)(C)C)(C)C.[CH2:39]1[CH2:43]OC[CH2:40]1.ICCC, predict the reaction product.